This data is from Catalyst prediction with 721,799 reactions and 888 catalyst types from USPTO. The task is: Predict which catalyst facilitates the given reaction. (1) Reactant: [OH:1][CH:2]([C:34]1[CH:39]=[CH:38][CH:37]=[CH:36][CH:35]=1)[CH2:3][O:4][C:5]1[CH:10]=[CH:9][C:8]([CH:11]([C:21]([NH:23][C:24]2[CH:25]=[C:26]3[C:31](=[CH:32][CH:33]=2)[CH:30]=[N:29][CH:28]=[CH:27]3)=[O:22])[CH2:12][NH:13]C(=O)OC(C)(C)C)=[CH:7][CH:6]=1.[ClH:40]. Product: [ClH:40].[ClH:40].[NH2:13][CH2:12][CH:11]([C:8]1[CH:9]=[CH:10][C:5]([O:4][CH2:3][CH:2]([OH:1])[C:34]2[CH:39]=[CH:38][CH:37]=[CH:36][CH:35]=2)=[CH:6][CH:7]=1)[C:21]([NH:23][C:24]1[CH:25]=[C:26]2[C:31](=[CH:32][CH:33]=1)[CH:30]=[N:29][CH:28]=[CH:27]2)=[O:22]. The catalyst class is: 2. (2) Reactant: [Cl:1][C:2]1[CH:10]=[C:9]2[C:5]([C:6]([CH2:18][C:19]3[CH:24]=[CH:23][CH:22]=[C:21]([Cl:25])[CH:20]=3)([CH:12]3[CH2:17][CH2:16][CH2:15][NH:14][CH2:13]3)[C:7](=[O:11])[NH:8]2)=[CH:4][CH:3]=1.C(N(CC)CC)C.[N+:33]([C:36]1[CH:41]=[CH:40][C:39]([N:42]=[C:43]=[O:44])=[CH:38][CH:37]=1)([O-:35])=[O:34]. Product: [N+:33]([C:36]1[CH:37]=[CH:38][C:39]([NH:42][C:43]([N:14]2[CH2:15][CH2:16][CH2:17][CH:12]([C:6]3([CH2:18][C:19]4[CH:24]=[CH:23][CH:22]=[C:21]([Cl:25])[CH:20]=4)[C:5]4[C:9](=[CH:10][C:2]([Cl:1])=[CH:3][CH:4]=4)[NH:8][C:7]3=[O:11])[CH2:13]2)=[O:44])=[CH:40][CH:41]=1)([O-:35])=[O:34]. The catalyst class is: 4. (3) Reactant: [NH2:1][C:2]1[CH:23]=[CH:22][C:5]([CH2:6][N:7]2[C:11]3[N:12]=[C:13]([NH2:21])[N:14]=[C:15]([C:16]4[O:17][CH:18]=[CH:19][CH:20]=4)[C:10]=3[N:9]=[N:8]2)=[CH:4][C:3]=1[CH3:24].Cl[C:26]([O:28][CH2:29][CH3:30])=[O:27].O. Product: [NH2:21][C:13]1[N:14]=[C:15]([C:16]2[O:17][CH:18]=[CH:19][CH:20]=2)[C:10]2[N:9]=[N:8][N:7]([CH2:6][C:5]3[CH:22]=[CH:23][C:2]([NH:1][C:26](=[O:27])[O:28][CH2:29][CH3:30])=[C:3]([CH3:24])[CH:4]=3)[C:11]=2[N:12]=1. The catalyst class is: 17. (4) Reactant: [CH:1]1([CH:6]([NH:17][C:18]2[CH:26]=[CH:25][C:21]([C:22](O)=[O:23])=[CH:20][CH:19]=2)[C:7]2[S:8][C:9]3[CH:16]=[CH:15][CH:14]=[CH:13][C:10]=3[C:11]=2[CH3:12])[CH2:5][CH2:4][CH2:3][CH2:2]1.[CH3:27][NH:28][CH2:29][CH2:30][C:31]([O:33][CH2:34][CH3:35])=[O:32].O.ON1C2C=CC=CC=2N=N1.Cl.C(N=C=NCCCN(C)C)C.[Cl-].[NH4+]. Product: [CH:1]1([CH:6]([NH:17][C:18]2[CH:26]=[CH:25][C:21]([C:22]([N:28]([CH3:27])[CH2:29][CH2:30][C:31]([O:33][CH2:34][CH3:35])=[O:32])=[O:23])=[CH:20][CH:19]=2)[C:7]2[S:8][C:9]3[CH:16]=[CH:15][CH:14]=[CH:13][C:10]=3[C:11]=2[CH3:12])[CH2:5][CH2:4][CH2:3][CH2:2]1. The catalyst class is: 289. (5) Reactant: [CH3:1][N:2]([CH2:4][CH2:5]/[CH:6]=[C:7]1/[C:8]2[CH:9]=[CH:10][CH:11]=[CH:12][C:13]=2[CH2:14][O:15][C:16]2[CH:21]=[CH:20][C:19]([CH2:22][C:23](O)=[O:24])=[CH:18][C:17]/1=2)[CH3:3].Cl.C1C=CC2N(O)N=NC=2C=1.[CH2:37]([N:39]([CH2:48][CH3:49])[CH2:40][CH2:41][CH:42]1[CH2:47][CH2:46][NH:45][CH2:44][CH2:43]1)[CH3:38].CCN=C=NCCCN(C)C.Cl.C([O-])(O)=O.[Na+]. Product: [CH2:48]([N:39]([CH2:37][CH3:38])[CH2:40][CH2:41][CH:42]1[CH2:43][CH2:44][N:45]([C:23](=[O:24])[CH2:22][C:19]2[CH:20]=[CH:21][C:16]3[O:15][CH2:14][C:13]4[CH:12]=[CH:11][CH:10]=[CH:9][C:8]=4/[C:7](=[CH:6]/[CH2:5][CH2:4][N:2]([CH3:1])[CH3:3])/[C:17]=3[CH:18]=2)[CH2:46][CH2:47]1)[CH3:49]. The catalyst class is: 531. (6) Reactant: [N+:1]([CH2:4][CH:5]([Si:17]([CH3:20])([CH3:19])[CH3:18])[CH2:6][C:7]([O:9]CC1C=CC=CC=1)=[O:8])([O-])=O.C([O-])=O.[NH4+]. Product: [NH2:1][CH2:4][CH:5]([Si:17]([CH3:18])([CH3:20])[CH3:19])[CH2:6][C:7]([OH:9])=[O:8]. The catalyst class is: 19.